From a dataset of Reaction yield outcomes from USPTO patents with 853,638 reactions. Predict the reaction yield, written as a fraction of the theoretical maximum amount of product (1.0 means a 100% yield; for example, 0.34 means a 34% yield). (1) The reactants are [CH2:1]([N:3]1[CH:11]=[C:10]2[C:5]([CH:6]=[C:7]([C:13]([O:15][CH3:16])=[O:14])[CH:8]=[C:9]2[OH:12])=[N:4]1)[CH3:2].F[C:18]1[CH:23]=[CH:22][C:21]([S:24]([CH3:27])(=[O:26])=[O:25])=[CH:20][CH:19]=1.C(=O)([O-])[O-].[Cs+].[Cs+]. The catalyst is CN(C)C=O.O. The product is [CH2:1]([N:3]1[CH:11]=[C:10]2[C:5]([CH:6]=[C:7]([C:13]([O:15][CH3:16])=[O:14])[CH:8]=[C:9]2[O:12][C:18]2[CH:23]=[CH:22][C:21]([S:24]([CH3:27])(=[O:26])=[O:25])=[CH:20][CH:19]=2)=[N:4]1)[CH3:2]. The yield is 0.570. (2) The reactants are [NH2:1][C:2]1[N:7]=[C:6]([C:8]2[S:12][C:11]([C:13]([CH3:16])([CH3:15])[CH3:14])=[N:10][C:9]=2[C:17]2[C:18]([F:35])=[C:19]([NH:23][S:24]([C:27]3[C:32]([F:33])=[CH:31][CH:30]=[CH:29][C:28]=3[F:34])(=[O:26])=[O:25])[CH:20]=[CH:21][CH:22]=2)[CH:5]=[CH:4][N:3]=1.[CH3:36][S:37]([OH:40])(=[O:39])=[O:38]. The catalyst is C(O)(C)C. The product is [CH3:36][S:37]([OH:40])(=[O:39])=[O:38].[NH2:1][C:2]1[N:7]=[C:6]([C:8]2[S:12][C:11]([C:13]([CH3:14])([CH3:15])[CH3:16])=[N:10][C:9]=2[C:17]2[C:18]([F:35])=[C:19]([NH:23][S:24]([C:27]3[C:32]([F:33])=[CH:31][CH:30]=[CH:29][C:28]=3[F:34])(=[O:25])=[O:26])[CH:20]=[CH:21][CH:22]=2)[CH:5]=[CH:4][N:3]=1. The yield is 0.830. (3) The reactants are [NH2:1][C:2]1[CH:3]=[C:4]([CH:8]=[C:9]([Cl:12])[C:10]=1[NH2:11])[C:5]([O-:7])=[O:6].[C:13](C1NC=CN=1)(C1NC=CN=1)=[O:14].O1CCC[CH2:26]1. No catalyst specified. The product is [Cl:12][C:9]1[C:10]2[NH:11][C:13](=[O:14])[NH:1][C:2]=2[CH:3]=[C:4]([C:5]([O:7][CH3:26])=[O:6])[CH:8]=1. The yield is 0.820. (4) The reactants are [CH2:1]1[C:5]2([CH2:10][CH2:9][NH:8][CH2:7][CH2:6]2)[CH2:4][CH2:3][N:2]1[C:11]([O:13][C:14]([CH3:17])([CH3:16])[CH3:15])=[O:12].Br[C:19]1[CH:24]=[CH:23][C:22]([C:25]([F:28])([F:27])[F:26])=[CH:21][N:20]=1.CC([O-])(C)C.[Na+].C1C=CC(P(C2C(C3C(P(C4C=CC=CC=4)C4C=CC=CC=4)=CC=C4C=3C=CC=C4)=C3C(C=CC=C3)=CC=2)C2C=CC=CC=2)=CC=1. The catalyst is C1(C)C=CC=CC=1.CC([O-])=O.CC([O-])=O.[Pd+2]. The product is [F:26][C:25]([F:28])([F:27])[C:22]1[CH:23]=[CH:24][C:19]([N:8]2[CH2:7][CH2:6][C:5]3([CH2:1][N:2]([C:11]([O:13][C:14]([CH3:17])([CH3:16])[CH3:15])=[O:12])[CH2:3][CH2:4]3)[CH2:10][CH2:9]2)=[N:20][CH:21]=1. The yield is 0.400.